This data is from Reaction yield outcomes from USPTO patents with 853,638 reactions. The task is: Predict the reaction yield, written as a fraction of the theoretical maximum amount of product (1.0 means a 100% yield; for example, 0.34 means a 34% yield). (1) The reactants are [Cl:1][C:2]1[CH:7]=[CH:6][C:5]([C@H:8]2[N:15]3[C:11]([S:12][C:13]([CH2:19]O)=[C:14]3[CH:16]([CH3:18])[CH3:17])=[N:10][C@:9]2([C:22]2[CH:27]=[CH:26][C:25]([Cl:28])=[CH:24][CH:23]=2)[CH3:21])=[CH:4][CH:3]=1.C(N(CC)CC)C.CS(Cl)(=O)=O.[NH:41]1[CH2:46][CH2:45][NH:44][CH2:43][C:42]1=[O:47].C(=O)(O)[O-].[Na+]. The catalyst is C(Cl)Cl. The product is [Cl:1][C:2]1[CH:7]=[CH:6][C:5]([C@H:8]2[N:15]3[C:11]([S:12][C:13]([CH2:19][N:44]4[CH2:45][CH2:46][NH:41][C:42](=[O:47])[CH2:43]4)=[C:14]3[CH:16]([CH3:17])[CH3:18])=[N:10][C@:9]2([C:22]2[CH:27]=[CH:26][C:25]([Cl:28])=[CH:24][CH:23]=2)[CH3:21])=[CH:4][CH:3]=1. The yield is 0.190. (2) The reactants are [N+:1]([CH2:4][C@@H:5]([C:11]1[CH:16]=[CH:15][CH:14]=[CH:13][CH:12]=1)[C:6](=[O:10])[CH2:7][CH2:8][CH3:9])([O-:3])=[O:2].[BH4-].[Na+]. The catalyst is CO. The product is [N+:1]([CH2:4][C@@H:5]([C:11]1[CH:12]=[CH:13][CH:14]=[CH:15][CH:16]=1)[C@H:6]([OH:10])[CH2:7][CH2:8][CH3:9])([O-:3])=[O:2]. The yield is 0.990. (3) The reactants are [NH2:1][C:2]1[CH:3]=[C:4]([CH:25]=[CH:26][C:27]=1[NH2:28])[C:5]([NH:7][N:8]=[C:9]([C:11]1[C:15]([OH:16])=[C:14]([C:17]2[CH:22]=[CH:21][C:20]([Cl:23])=[C:19]([Cl:24])[CH:18]=2)[S:13][CH:12]=1)[CH3:10])=[O:6].C[C:30](C)([O-:32])C.[Na+].Cl. The catalyst is O1CCCC1. The product is [Cl:24][C:19]1[CH:18]=[C:17]([C:14]2[S:13][CH:12]=[C:11]([C:9](=[N:8][NH:7][C:5]([C:4]3[CH:25]=[CH:26][C:27]4[NH:28][C:30](=[O:32])[NH:1][C:2]=4[CH:3]=3)=[O:6])[CH3:10])[C:15]=2[OH:16])[CH:22]=[CH:21][C:20]=1[Cl:23]. The yield is 0.970.